From a dataset of Catalyst prediction with 721,799 reactions and 888 catalyst types from USPTO. Predict which catalyst facilitates the given reaction. (1) Reactant: [CH3:1][N:2]([C:8]1[CH:13]=[CH:12][C:11]([N+:14]([O-:16])=[O:15])=[CH:10][CH:9]=1)[CH2:3][CH2:4][C:5](O)=[O:6].S(Cl)([Cl:19])=O. Product: [CH3:1][N:2]([C:8]1[CH:13]=[CH:12][C:11]([N+:14]([O-:16])=[O:15])=[CH:10][CH:9]=1)[CH2:3][CH2:4][C:5]([Cl:19])=[O:6]. The catalyst class is: 4. (2) Reactant: [Br:1][C:2]1[N:3]=[C:4]([I:12])[N:5]2[CH:10]=[CH:9][N:8]=[C:7](Cl)[C:6]=12.[NH3:13]. Product: [Br:1][C:2]1[N:3]=[C:4]([I:12])[N:5]2[CH:10]=[CH:9][N:8]=[C:7]([NH2:13])[C:6]=12. The catalyst class is: 378. (3) Reactant: [OH:1][C:2]1[CH:3]=[C:4]([C:14]2[N:15](C(OC(C)(C)C)=O)[C:16]([C:19]3[S:20][CH:21]=[CH:22][N:23]=3)=[CH:17][CH:18]=2)[CH:5]=[C:6]([O:8][C@@H:9]([CH3:13])[CH2:10][O:11][CH3:12])[CH:7]=1.[N:31]1([C:35]([C:37]2[CH:38]=[C:39]([CH3:44])[C:40](Cl)=[N:41][CH:42]=2)=[O:36])[CH2:34][CH2:33][CH2:32]1.[H-].[Na+].[Cl-].[NH4+]. Product: [N:31]1([C:35]([C:37]2[CH:38]=[C:39]([CH3:44])[C:40]([O:1][C:2]3[CH:3]=[C:4]([C:14]4[NH:15][C:16]([C:19]5[S:20][CH:21]=[CH:22][N:23]=5)=[CH:17][CH:18]=4)[CH:5]=[C:6]([O:8][C@@H:9]([CH3:13])[CH2:10][O:11][CH3:12])[CH:7]=3)=[N:41][CH:42]=2)=[O:36])[CH2:34][CH2:33][CH2:32]1. The catalyst class is: 16. (4) Product: [CH3:1][CH2:2][O:3][C:4]([C:6]1[CH:11]([C:12]2[C:17]([Cl:18])=[CH:16][CH:15]=[CH:14][CH:13]=2)[C:10]([C:19]([O:21][CH3:22])=[O:20])=[C:9]([CH3:23])[NH:8][C:7]=1[CH2:24][O:25][CH2:26][CH2:27][NH2:28])=[O:5]. The catalyst class is: 46. Reactant: [CH3:1][CH2:2][O:3][C:4]([C:6]1[CH:11]([C:12]2[CH:13]=[CH:14][CH:15]=[CH:16][C:17]=2[Cl:18])[C:10]([C:19]([O:21][CH3:22])=[O:20])=[C:9]([CH3:23])[NH:8][C:7]=1[CH2:24][O:25][CH2:26][CH2:27][NH2:28])=[O:5].C1C=CC(S(O)(=O)=O)=CC=1.[OH-].[Na+]. (5) Reactant: [O:1]1[C:5]2[CH:6]=[CH:7][C:8]([C:10]3[C:19]([F:20])=[C:18](Cl)[C:17]4[C:12](=[CH:13][CH:14]=[CH:15][CH:16]=4)[N:11]=3)=[CH:9][C:4]=2[O:3][CH2:2]1.C([Li])CCC.[I:27]I. Product: [O:1]1[C:5]2[CH:6]=[CH:7][C:8]([C:10]3[C:19]([F:20])=[C:18]([I:27])[C:17]4[C:12](=[CH:13][CH:14]=[CH:15][CH:16]=4)[N:11]=3)=[CH:9][C:4]=2[O:3][CH2:2]1. The catalyst class is: 30.